This data is from Full USPTO retrosynthesis dataset with 1.9M reactions from patents (1976-2016). The task is: Predict the reactants needed to synthesize the given product. (1) Given the product [CH3:18][O:19][C:20](=[O:23])[CH2:21][O:8][C:5]1[CH:6]=[CH:7][C:2]([Cl:1])=[C:3]([N+:9]([O-:11])=[O:10])[CH:4]=1, predict the reactants needed to synthesize it. The reactants are: [Cl:1][C:2]1[CH:7]=[CH:6][C:5]([OH:8])=[CH:4][C:3]=1[N+:9]([O-:11])=[O:10].C(=O)([O-])[O-].[K+].[K+].[CH3:18][O:19][C:20](=[O:23])[CH2:21]Br. (2) Given the product [CH:21]1([C:8]2[C:9]([CH2:11][O:12][C:13]3[CH:18]=[CH:17][C:16]([Cl:19])=[C:15]([Cl:20])[CH:14]=3)=[CH:10][C:5]3[N:6]([C:2]([NH:30][S:27]([CH3:24])(=[O:29])=[O:28])=[N:3][N:4]=3)[CH:7]=2)[CH2:23][CH2:22]1, predict the reactants needed to synthesize it. The reactants are: Br[C:2]1[N:6]2[CH:7]=[C:8]([CH:21]3[CH2:23][CH2:22]3)[C:9]([CH2:11][O:12][C:13]3[CH:18]=[CH:17][C:16]([Cl:19])=[C:15]([Cl:20])[CH:14]=3)=[CH:10][C:5]2=[N:4][N:3]=1.[CH:24]1([S:27]([NH2:30])(=[O:29])=[O:28])CC1.CS(N)(=O)=O. (3) Given the product [Cl:24][C:25]1[CH:33]=[CH:32][C:31]([CH2:34][NH:35][C:36](=[O:41])[C:37]([CH3:39])([CH3:38])[CH3:40])=[CH:30][C:26]=1[C:27]([NH:23][C:18]1[CH:19]=[CH:20][CH:21]=[C:22]2[C:17]=1[CH:16]=[CH:15][N:14]=[C:13]2[NH:12][C:3]1[CH:4]=[CH:5][C:6]([C:8]([F:9])([F:10])[F:11])=[CH:7][C:2]=1[F:1])=[O:28], predict the reactants needed to synthesize it. The reactants are: [F:1][C:2]1[CH:7]=[C:6]([C:8]([F:11])([F:10])[F:9])[CH:5]=[CH:4][C:3]=1[NH:12][C:13]1[C:22]2[CH:21]=[CH:20][CH:19]=[C:18]([NH2:23])[C:17]=2[CH:16]=[CH:15][N:14]=1.[Cl:24][C:25]1[CH:33]=[CH:32][C:31]([CH2:34][NH:35][C:36](=[O:41])[C:37]([CH3:40])([CH3:39])[CH3:38])=[CH:30][C:26]=1[C:27](O)=[O:28].C(Cl)(=O)C(Cl)=O.CCN(C(C)C)C(C)C. (4) Given the product [CH2:1]([O:3][C:4]([N:6]1[C:15]2[C:10](=[N:11][C:12]([C:16]([OH:18])=[O:17])=[CH:13][CH:14]=2)[C@@H:9]([NH:26][C:27]2[N:32]=[C:31]([CH2:33][C:34]3[CH:39]=[C:38]([C:40]([F:41])([F:42])[F:43])[CH:37]=[C:36]([C:44]([F:47])([F:46])[F:45])[CH:35]=3)[C:30]([O:48][CH2:49][CH2:50][CH2:51][C:52]([O:54][CH2:55][CH3:56])=[O:53])=[CH:29][N:28]=2)[CH2:8][C@H:7]1[CH2:57][CH3:58])=[O:5])[CH3:2], predict the reactants needed to synthesize it. The reactants are: [CH2:1]([O:3][C:4]([N:6]1[C:15]2[C:10](=[N:11][C:12]([C:16]([O:18]CC3C=CC=CC=3)=[O:17])=[CH:13][CH:14]=2)[C@@H:9]([NH:26][C:27]2[N:32]=[C:31]([CH2:33][C:34]3[CH:39]=[C:38]([C:40]([F:43])([F:42])[F:41])[CH:37]=[C:36]([C:44]([F:47])([F:46])[F:45])[CH:35]=3)[C:30]([O:48][CH2:49][CH2:50][CH2:51][C:52]([O:54][CH2:55][CH3:56])=[O:53])=[CH:29][N:28]=2)[CH2:8][C@H:7]1[CH2:57][CH3:58])=[O:5])[CH3:2].